This data is from Full USPTO retrosynthesis dataset with 1.9M reactions from patents (1976-2016). The task is: Predict the reactants needed to synthesize the given product. Given the product [CH2:11]([N:3]1[CH2:9][CH2:8][CH2:7][CH2:6][CH2:5][C:4]1=[O:10])[C:12]1[CH:17]=[CH:16][CH:15]=[CH:14][CH:13]=1, predict the reactants needed to synthesize it. The reactants are: [H-].[Na+].[NH:3]1[CH2:9][CH2:8][CH2:7][CH2:6][CH2:5][C:4]1=[O:10].[CH2:11](Br)[C:12]1[CH:17]=[CH:16][CH:15]=[CH:14][CH:13]=1.